Dataset: Forward reaction prediction with 1.9M reactions from USPTO patents (1976-2016). Task: Predict the product of the given reaction. (1) Given the reactants [C:1]([C:3]1[C:4]2[S:13][C:12]([CH3:14])=[CH:11][C:5]=2[NH:6][C:7]=1C(O)=O)#[N:2].O, predict the reaction product. The product is: [C:1]([C:3]1[C:4]2[S:13][C:12]([CH3:14])=[CH:11][C:5]=2[NH:6][CH:7]=1)#[N:2]. (2) Given the reactants [S:1]([N:11]1[C:15]2=[N:16][CH:17]=[CH:18][CH:19]=[C:14]2[C:13]([C:20]2[CH:21]=[C:22]([NH:25]C(=O)OC(C)(C)C)[S:23][CH:24]=2)=[CH:12]1)([C:4]1[CH:10]=[CH:9][C:7]([CH3:8])=[CH:6][CH:5]=1)(=[O:3])=[O:2].C(O)(C(F)(F)F)=O, predict the reaction product. The product is: [C:7]1([CH3:8])[CH:6]=[CH:5][C:4]([S:1]([N:11]2[C:15]3=[N:16][CH:17]=[CH:18][CH:19]=[C:14]3[C:13]([C:20]3[CH:21]=[C:22]([NH2:25])[S:23][CH:24]=3)=[CH:12]2)(=[O:3])=[O:2])=[CH:10][CH:9]=1. (3) Given the reactants C[O:2][C:3]([C:5]1[CH:10]=[CH:9][C:8]([C:11]2[CH:12]=[CH:13][C:14]3[O:20][CH2:19][CH2:18][N:17]([C:21]([O:23][C:24]([CH3:27])([CH3:26])[CH3:25])=[O:22])[CH2:16][C:15]=3[CH:28]=2)=[CH:7][CH:6]=1)=[O:4].[OH-].[Li+], predict the reaction product. The product is: [CH3:27][C:24]([O:23][C:21]([N:17]1[CH2:16][C:15]2[CH:28]=[C:11]([C:8]3[CH:7]=[CH:6][C:5]([C:3]([OH:4])=[O:2])=[CH:10][CH:9]=3)[CH:12]=[CH:13][C:14]=2[O:20][CH2:19][CH2:18]1)=[O:22])([CH3:25])[CH3:26]. (4) Given the reactants [CH:1]([C:3]1[CH:4]=[CH:5][C:6]([O:13][CH3:14])=[C:7]([CH:12]=1)[C:8]([O:10][CH3:11])=[O:9])=O.Cl.[NH2:16][OH:17].C([O-])(=O)C.[Na+], predict the reaction product. The product is: [OH:17][N:16]=[CH:1][C:3]1[CH:4]=[CH:5][C:6]([O:13][CH3:14])=[C:7]([CH:12]=1)[C:8]([O:10][CH3:11])=[O:9]. (5) Given the reactants [Li]CCCC.CCCCCC.CC1(C)CCCC(C)(C)N1.[C:22]1(=[O:28])[CH2:27][CH2:26][CH2:25][CH2:24][CH2:23]1.Cl[C:30]1[CH:35]=[CH:34][CH:33]=[CH:32][C:31]=1[O:36][CH3:37], predict the reaction product. The product is: [CH3:37][O:36][C:31]1[CH:32]=[C:33]([CH:23]2[CH2:24][CH2:25][CH2:26][CH2:27][C:22]2=[O:28])[CH:34]=[CH:35][CH:30]=1. (6) Given the reactants [H-].[Na+].[CH3:3]N(C)C=O.[Cl:8][C:9]1[N:10]=[C:11]([N:18]2[CH2:22][CH2:21][C@H:20]([NH:23][C:24](=[O:30])[O:25][C:26]([CH3:29])([CH3:28])[CH3:27])[CH2:19]2)[C:12]2[CH2:17][CH2:16][CH2:15][C:13]=2[N:14]=1.CI, predict the reaction product. The product is: [Cl:8][C:9]1[N:10]=[C:11]([N:18]2[CH2:22][CH2:21][C@H:20]([N:23]([CH3:3])[C:24](=[O:30])[O:25][C:26]([CH3:27])([CH3:29])[CH3:28])[CH2:19]2)[C:12]2[CH2:17][CH2:16][CH2:15][C:13]=2[N:14]=1.